From a dataset of Full USPTO retrosynthesis dataset with 1.9M reactions from patents (1976-2016). Predict the reactants needed to synthesize the given product. (1) Given the product [CH2:1]([C:5]([C:14]1[CH:15]=[CH:16][C:17]([F:20])=[CH:18][CH:19]=1)([CH2:10][CH2:11][CH2:12][CH3:13])[C:6]([OH:8])=[O:7])[CH2:2][CH2:3][CH3:4], predict the reactants needed to synthesize it. The reactants are: [CH2:1]([C:5]([C:14]1[CH:19]=[CH:18][C:17]([F:20])=[CH:16][CH:15]=1)([CH2:10][CH2:11][CH2:12][CH3:13])[C:6]([O:8]C)=[O:7])[CH2:2][CH2:3][CH3:4].C1(C(CCC)(CCC)C(OC)=O)C=CC=CC=1. (2) Given the product [N:16]1[CH:21]=[CH:20][CH:19]=[C:18]([C:2]2[CH:15]=[N:14][C:5]3[NH:6][C:7]4[CH2:8][CH2:9][CH2:10][C:11](=[O:13])[C:12]=4[C:4]=3[CH:3]=2)[CH:17]=1, predict the reactants needed to synthesize it. The reactants are: Br[C:2]1[CH:15]=[N:14][C:5]2[NH:6][C:7]3[CH2:8][CH2:9][CH2:10][C:11](=[O:13])[C:12]=3[C:4]=2[CH:3]=1.[N:16]1[CH:21]=[CH:20][CH:19]=[C:18](B(O)O)[CH:17]=1.C(=O)([O-])[O-].[Na+].[Na+].Cl. (3) The reactants are: [Br:1][C:2]1[CH:7]=[C:6]([F:8])[CH:5]=[C:4]([F:9])[CH:3]=1.C([N-]C(C)C)(C)C.[Li+].[CH3:18][N:19](C)[CH:20]=[O:21].[NH2:23][CH2:24][C:25]1[CH:32]=[CH:31][C:28](C#N)=[CH:27][CH:26]=1.C1[CH2:37][O:36][CH2:35]C1. Given the product [Br:1][C:2]1[CH:7]=[C:6]([F:8])[C:5]([CH:35]([O:36][CH3:37])[C:20]([NH:19][CH2:18][C:28]2[CH:31]=[CH:32][C:25]([C:24]#[N:23])=[CH:26][CH:27]=2)=[O:21])=[C:4]([F:9])[CH:3]=1, predict the reactants needed to synthesize it. (4) Given the product [OH:1][CH:2]1[C:6]2([CH2:7][CH2:8][N:9]([C:12]([O:14][C:15]([CH3:16])([CH3:17])[CH3:18])=[O:13])[CH2:10][CH2:11]2)[O:19][CH2:4][CH2:3]1, predict the reactants needed to synthesize it. The reactants are: [OH:1][CH:2]([C:6]1([OH:19])[CH2:11][CH2:10][N:9]([C:12]([O:14][C:15]([CH3:18])([CH3:17])[CH3:16])=[O:13])[CH2:8][CH2:7]1)[CH2:3][CH2:4]O.C1(C)C=CC(S(Cl)(=O)=O)=CC=1.C(N(CC)CC)C. (5) Given the product [OH:14][N:13]=[CH:9][C:3]1[CH:4]=[CH:5][C:6]([OH:8])=[CH:7][C:2]=1[OH:1], predict the reactants needed to synthesize it. The reactants are: [OH:1][C:2]1[CH:7]=[C:6]([OH:8])[CH:5]=[CH:4][C:3]=1[C:9](=O)C.Cl.[NH2:13][OH:14].[OH-].[Na+].Cl. (6) Given the product [CH:20]([N:14]1[C:15]2[C:3]([O:2][CH3:1])=[CH:4][CH:5]=[CH:6][C:7]=2[C:8]2[C:13]1=[CH:12][CH:11]=[CH:10][CH:9]=2)=[O:21], predict the reactants needed to synthesize it. The reactants are: [CH3:1][O:2][C:3]1[C:15]2[NH:14][C:13]3[C:8](=[CH:9][CH:10]=[CH:11][CH:12]=3)[C:7]=2[CH:6]=[CH:5][CH:4]=1.O.CN([CH:20]=[O:21])C. (7) Given the product [F:19][C:20]([F:30])([F:31])[C:21]1[CH:22]=[C:23]([CH2:27][CH2:28][O:16][C:13]2[CH:12]=[CH:11][C:10]([C:9]([NH:8][CH2:7][C:6]([OH:5])=[O:18])=[O:17])=[CH:15][CH:14]=2)[CH:24]=[CH:25][CH:26]=1, predict the reactants needed to synthesize it. The reactants are: C([O:5][C:6](=[O:18])[CH2:7][NH:8][C:9](=[O:17])[C:10]1[CH:15]=[CH:14][C:13]([OH:16])=[CH:12][CH:11]=1)(C)(C)C.[F:19][C:20]([F:31])([F:30])[C:21]1[CH:22]=[C:23]([CH2:27][CH2:28]O)[CH:24]=[CH:25][CH:26]=1.